Dataset: Catalyst prediction with 721,799 reactions and 888 catalyst types from USPTO. Task: Predict which catalyst facilitates the given reaction. (1) Reactant: [CH3:1][O:2][C:3]1[CH:4]=[C:5]([C:11]#[C:12][C:13]2[N:21]([CH3:22])[C:20]3[C:19](=[O:23])[NH:18][C:17](=[O:24])[N:16]([CH2:25][CH3:26])[C:15]=3[N:14]=2)[CH:6]=[CH:7][C:8]=1[O:9][CH3:10].C(=O)([O-])[O-].[K+].[K+].[CH2:33](Br)[C:34]#[CH:35].ClCCl.CO. Product: [CH3:1][O:2][C:3]1[CH:4]=[C:5]([C:11]#[C:12][C:13]2[N:21]([CH3:22])[C:20]3[C:19](=[O:23])[N:18]([CH2:35][C:34]#[CH:33])[C:17](=[O:24])[N:16]([CH2:25][CH3:26])[C:15]=3[N:14]=2)[CH:6]=[CH:7][C:8]=1[O:9][CH3:10]. The catalyst class is: 9. (2) Reactant: [F:1][C:2]1[CH:3]=[C:4]([CH2:9][C:10]([OH:12])=O)[CH:5]=[C:6]([F:8])[CH:7]=1.Cl.[CH2:14]([O:16][C:17](=[O:21])[C@H:18]([CH3:20])[NH2:19])[CH3:15]. The catalyst class is: 25. Product: [CH2:14]([O:16][C:17](=[O:21])[C@H:18]([CH3:20])[NH:19][C:17](=[O:16])[C@H:18]([CH3:20])[NH:19][C:10](=[O:12])[CH2:9][C:4]1[CH:5]=[C:6]([F:8])[CH:7]=[C:2]([F:1])[CH:3]=1)[CH3:15]. (3) Reactant: Cl[CH2:2][CH:3]([OH:32])[CH2:4][NH:5][C@H:6]1[C:14]2[C:9](=[C:10]([C:15]3[N:19]=[C:18]([C:20]4[CH:21]=[CH:22][C:23]([O:28][CH:29]([CH3:31])[CH3:30])=[C:24]([CH:27]=4)[C:25]#[N:26])[O:17][N:16]=3)[CH:11]=[CH:12][CH:13]=2)[CH2:8][CH2:7]1. Product: [OH:32][CH:3]1[CH2:4][N:5]([C@H:6]2[C:14]3[C:9](=[C:10]([C:15]4[N:19]=[C:18]([C:20]5[CH:21]=[CH:22][C:23]([O:28][CH:29]([CH3:31])[CH3:30])=[C:24]([CH:27]=5)[C:25]#[N:26])[O:17][N:16]=4)[CH:11]=[CH:12][CH:13]=3)[CH2:8][CH2:7]2)[CH2:2]1. The catalyst class is: 23. (4) Reactant: [Cl:1][C:2]1[CH:18]=[CH:17][C:5]([CH2:6][N:7]2[CH:11]=[CH:10][N:9]=[C:8]2[C:12]([O:14]CC)=[O:13])=[CH:4][CH:3]=1.[OH-].[Na+].O.Cl. Product: [Cl:1][C:2]1[CH:3]=[CH:4][C:5]([CH2:6][N:7]2[CH:11]=[CH:10][N:9]=[C:8]2[C:12]([OH:14])=[O:13])=[CH:17][CH:18]=1. The catalyst class is: 14. (5) Reactant: [C:1]([NH:6][C:7]1[N:8]=[C:9]([O:34][C:35](=[O:49])[N:36]([C:43]2[CH:48]=[CH:47][CH:46]=[CH:45][CH:44]=2)[C:37]2[CH:42]=[CH:41][CH:40]=[CH:39][CH:38]=2)[C:10]2[N:11]=[CH:12][N:13]([C:32]=2[N:33]=1)[C@@H:14]1[O:31][C@H:21]([CH2:22][O:23][Si](C(C)(C)C)(C)C)[C@@H:16]([O:17][CH2:18]SC)[CH2:15]1)(=[O:5])[CH:2]([CH3:4])[CH3:3].C1CCCCC=1.[N-:56]=[N+:57]=[N-:58].[Na+].[NH4+].[F-]. Product: [C:1]([NH:6][C:7]1[N:8]=[C:9]([O:34][C:35](=[O:49])[N:36]([C:37]2[CH:42]=[CH:41][CH:40]=[CH:39][CH:38]=2)[C:43]2[CH:44]=[CH:45][CH:46]=[CH:47][CH:48]=2)[C:10]2[N:11]=[CH:12][N:13]([C:32]=2[N:33]=1)[C@@H:14]1[O:31][C@H:21]([CH2:22][OH:23])[C@@H:16]([O:17][CH2:18][N:56]=[N+:57]=[N-:58])[CH2:15]1)(=[O:5])[CH:2]([CH3:4])[CH3:3]. The catalyst class is: 2. (6) Reactant: [NH2:1][C:2]1[CH:7]=[N:6][CH:5]=[CH:4][N:3]=1.[CH3:8][C:9]([N+:16]#[C-:17])([CH3:15])[CH2:10][C:11]([CH3:14])([CH3:13])[CH3:12].[N:18]1[CH:23]=[CH:22][C:21]([CH:24]=O)=[CH:20][CH:19]=1. Product: [N:18]1[CH:23]=[CH:22][C:21]([C:24]2[N:1]=[C:2]3[CH:7]=[N:6][CH:5]=[CH:4][N:3]3[C:17]=2[NH:16][C:9]([CH3:15])([CH3:8])[CH2:10][C:11]([CH3:14])([CH3:13])[CH3:12])=[CH:20][CH:19]=1. The catalyst class is: 519.